Dataset: Reaction yield outcomes from USPTO patents with 853,638 reactions. Task: Predict the reaction yield, written as a fraction of the theoretical maximum amount of product (1.0 means a 100% yield; for example, 0.34 means a 34% yield). (1) The product is [N:22]1[CH:23]=[CH:24][CH:25]=[CH:26][C:21]=1[C:20]1[C:16]([C:13]2[CH:14]=[CH:15][C:10]3[N:11]([C:7]([C:5]([NH2:1])=[O:4])=[CH:8][N:9]=3)[CH:12]=2)=[C:17]2[CH2:29][CH2:28][CH2:27][N:18]2[N:19]=1. The reactants are [NH3:1].C([O:4][C:5]([C:7]1[N:11]2[CH:12]=[C:13]([C:16]3[C:20]([C:21]4[CH:26]=[CH:25][CH:24]=[CH:23][N:22]=4)=[N:19][N:18]4[CH2:27][CH2:28][CH2:29][C:17]=34)[CH:14]=[CH:15][C:10]2=[N:9][CH:8]=1)=O)C.ClCCl.CO. The yield is 0.820. The catalyst is CO. (2) The reactants are [C:1]([C:5]1[CH:6]=C(CC#N)C=[C:9]([C:11]([CH3:14])([CH3:13])[CH3:12])[CH:10]=1)([CH3:4])([CH3:3])[CH3:2].[OH-:18].[K+].Cl.[CH2:21]1[CH2:25][O:24][CH2:23][CH2:22]1. The catalyst is CCO. The product is [C:1]([C:5]1[CH:6]=[C:21]([CH2:22][C:23]([OH:18])=[O:24])[CH:25]=[C:9]([C:11]([CH3:14])([CH3:13])[CH3:12])[CH:10]=1)([CH3:4])([CH3:3])[CH3:2]. The yield is 0.350. (3) The reactants are [Cl:1][C:2]1[N:7]=[C:6](Cl)[CH:5]=[C:4]([Cl:9])[N:3]=1.[NH:10]1[CH2:15][CH2:14][CH2:13][CH2:12][CH2:11]1.C(N(CC)C(C)C)(C)C. The catalyst is O1CCCC1. The product is [Cl:1][C:2]1[N:3]=[C:4]([Cl:9])[CH:5]=[C:6]([N:10]2[CH2:15][CH2:14][CH2:13][CH2:12][CH2:11]2)[N:7]=1. The yield is 0.590. (4) The reactants are C([N:8]1[C:12]([NH:13][C:14]2[CH:19]=[CH:18][C:17]([O:20][CH:21]([CH3:23])[CH3:22])=[CH:16][CH:15]=2)=[CH:11][CH:10]=[N:9]1)C1C=CC=CC=1.C(O)(=O)C.C([O-])=O.[NH4+].C(OCC)(=O)C. The catalyst is C(O)C.[OH-].[Pd+2].[OH-]. The product is [CH3:23][CH:21]([O:20][C:17]1[CH:16]=[CH:15][C:14]([NH:13][C:12]2[NH:8][N:9]=[CH:10][CH:11]=2)=[CH:19][CH:18]=1)[CH3:22]. The yield is 0.660. (5) The reactants are [O:1]1[C:5]2[CH:6]=[CH:7][C:8]([C:10]3([C:13]([OH:15])=O)[CH2:12][CH2:11]3)=[CH:9][C:4]=2[O:3][CH2:2]1.CN(C(ON1N=NC2C=CC=CC1=2)=[N+](C)C)C.F[P-](F)(F)(F)(F)F.CCN(CC)CC.[NH2:47][C:48]1[CH:49]=[C:50]2[C:54](=[CH:55][CH:56]=1)[NH:53][C:52]([C:57]([CH3:61])([CH3:60])[CH2:58][OH:59])=[CH:51]2. The catalyst is C(#N)C. The product is [O:1]1[C:5]2[CH:6]=[CH:7][C:8]([C:10]3([C:13]([NH:47][C:48]4[CH:49]=[C:50]5[C:54](=[CH:55][CH:56]=4)[NH:53][C:52]([C:57]([CH3:61])([CH3:60])[CH2:58][OH:59])=[CH:51]5)=[O:15])[CH2:11][CH2:12]3)=[CH:9][C:4]=2[O:3][CH2:2]1. The yield is 0.750. (6) The reactants are [Cl:1][C:2]1[CH:14]=[CH:13][CH:12]=[CH:11][C:3]=1[CH2:4][C:5]1[S:9][C:8]([NH2:10])=[N:7][CH:6]=1.[Br:15][CH:16]([C:20]1[CH:25]=[CH:24][CH:23]=[CH:22][CH:21]=1)[C:17](O)=[O:18].C(N(CC)CC)C.F[P-](F)(F)(F)(F)F.N1(OC(N(C)C)=[N+](C)C)C2N=CC=CC=2N=N1. The catalyst is C(#N)C. The product is [Br:15][CH:16]([C:20]1[CH:25]=[CH:24][CH:23]=[CH:22][CH:21]=1)[C:17]([NH:10][C:8]1[S:9][C:5]([CH2:4][C:3]2[CH:11]=[CH:12][CH:13]=[CH:14][C:2]=2[Cl:1])=[CH:6][N:7]=1)=[O:18]. The yield is 0.750.